Dataset: Peptide-MHC class I binding affinity with 185,985 pairs from IEDB/IMGT. Task: Regression. Given a peptide amino acid sequence and an MHC pseudo amino acid sequence, predict their binding affinity value. This is MHC class I binding data. (1) The binding affinity (normalized) is 0.436. The MHC is HLA-B40:01 with pseudo-sequence HLA-B40:01. The peptide sequence is KEVNAKIEPF. (2) The peptide sequence is LTSAWVMYGT. The MHC is HLA-B57:01 with pseudo-sequence HLA-B57:01. The binding affinity (normalized) is 0.375. (3) The binding affinity (normalized) is 0.0847. The peptide sequence is YLIPFIWFV. The MHC is HLA-B44:02 with pseudo-sequence HLA-B44:02. (4) The peptide sequence is SLTSLLKTHR. The binding affinity (normalized) is 0.327. The MHC is HLA-A03:01 with pseudo-sequence HLA-A03:01. (5) The peptide sequence is YLGSWATGK. The MHC is HLA-A11:01 with pseudo-sequence HLA-A11:01. The binding affinity (normalized) is 0.328. (6) The peptide sequence is VYGETLEKI. The MHC is H-2-Kd with pseudo-sequence H-2-Kd. The binding affinity (normalized) is 0.267. (7) The peptide sequence is FFAYVMNIER. The MHC is HLA-A03:01 with pseudo-sequence HLA-A03:01. The binding affinity (normalized) is 0.351. (8) The binding affinity (normalized) is 0.706. The MHC is Mamu-B03 with pseudo-sequence Mamu-B03. The peptide sequence is RRDNRRGLRM. (9) The MHC is Mamu-B01 with pseudo-sequence Mamu-B01. The binding affinity (normalized) is 0.851. The peptide sequence is SDYLVLDTI.